From a dataset of Reaction yield outcomes from USPTO patents with 853,638 reactions. Predict the reaction yield, written as a fraction of the theoretical maximum amount of product (1.0 means a 100% yield; for example, 0.34 means a 34% yield). The reactants are [F:1][C:2]1[CH:7]=[CH:6][CH:5]=[C:4]([F:8])[C:3]=1[CH2:9][C:10]([OH:12])=O.[CH2:13]([C@@H:20]1[NH:25][CH2:24][CH2:23][N:22]([C:26]2[CH:31]=[CH:30][C:29]([O:32][CH3:33])=[C:28]([O:34][CH:35]3[CH2:39][CH2:38][CH2:37][CH2:36]3)[CH:27]=2)[CH2:21]1)[C:14]1[CH:19]=[CH:18][CH:17]=[CH:16][CH:15]=1. No catalyst specified. The product is [CH2:13]([C@H:20]1[CH2:21][N:22]([C:26]2[CH:31]=[CH:30][C:29]([O:32][CH3:33])=[C:28]([O:34][CH:35]3[CH2:39][CH2:38][CH2:37][CH2:36]3)[CH:27]=2)[CH2:23][CH2:24][N:25]1[C:10](=[O:12])[CH2:9][C:3]1[C:4]([F:8])=[CH:5][CH:6]=[CH:7][C:2]=1[F:1])[C:14]1[CH:15]=[CH:16][CH:17]=[CH:18][CH:19]=1. The yield is 0.330.